From a dataset of Catalyst prediction with 721,799 reactions and 888 catalyst types from USPTO. Predict which catalyst facilitates the given reaction. Reactant: [Cl:1][C:2]1[CH:3]=[CH:4][C:5]2[N:6]([CH:8]=[CH:9][N:10]=2)[N:7]=1.[Br:11]N1C(=O)CCC1=O.CCOC(C)=O. The catalyst class is: 3. Product: [Br:11][C:8]1[N:6]2[N:7]=[C:2]([Cl:1])[CH:3]=[CH:4][C:5]2=[N:10][CH:9]=1.